This data is from Forward reaction prediction with 1.9M reactions from USPTO patents (1976-2016). The task is: Predict the product of the given reaction. (1) Given the reactants [C:1]([O:9][C:10]1([CH2:13][OH:14])[CH2:12][CH2:11]1)(=[O:8])[C:2]1[CH:7]=[CH:6][CH:5]=[CH:4][CH:3]=1.[CH3:15][S:16](Cl)(=[O:18])=[O:17], predict the reaction product. The product is: [C:1]([O:9][C:10]1([CH2:13][O:14][S:16]([CH3:15])(=[O:18])=[O:17])[CH2:12][CH2:11]1)(=[O:8])[C:2]1[CH:7]=[CH:6][CH:5]=[CH:4][CH:3]=1. (2) Given the reactants [NH2:1][C:2]1[N:7]=[C:6]([C:8]2[C:13]([Cl:14])=[CH:12][CH:11]=[CH:10][N:9]=2)[CH:5]=[CH:4][C:3]=1[C:15]([NH2:17])=[O:16].N1C=CC=CC=1.[CH3:24][O:25][CH2:26][C:27](Cl)=O.[OH-].[Na+], predict the reaction product. The product is: [Cl:14][C:13]1[C:8]([C:6]2[CH:5]=[CH:4][C:3]3[C:15](=[O:16])[NH:17][C:27]([CH2:26][O:25][CH3:24])=[N:1][C:2]=3[N:7]=2)=[N:9][CH:10]=[CH:11][CH:12]=1.